Dataset: TCR-epitope binding with 47,182 pairs between 192 epitopes and 23,139 TCRs. Task: Binary Classification. Given a T-cell receptor sequence (or CDR3 region) and an epitope sequence, predict whether binding occurs between them. (1) The epitope is LLQTGIHVRVSQPSL. The TCR CDR3 sequence is CASTPRASGETQYF. Result: 1 (the TCR binds to the epitope). (2) The epitope is ELAGIGILTV. The TCR CDR3 sequence is CASSFKQGPDEQYF. Result: 1 (the TCR binds to the epitope). (3) The epitope is RLDKVEAEV. The TCR CDR3 sequence is CASSYGGVYNEQFF. Result: 0 (the TCR does not bind to the epitope).